Dataset: Forward reaction prediction with 1.9M reactions from USPTO patents (1976-2016). Task: Predict the product of the given reaction. Given the reactants [CH3:1][O:2][CH2:3][CH2:4]Br.C(=O)([O-])[O-].[Cs+].[Cs+].[Cl:12][C:13]1[CH:14]=[C:15]([OH:20])[CH:16]=[N:17][C:18]=1[Cl:19].O.[Cl-].[NH4+], predict the reaction product. The product is: [Cl:19][C:18]1[C:13]([Cl:12])=[CH:14][C:15]([O:20][CH2:4][CH2:3][O:2][CH3:1])=[CH:16][N:17]=1.